Dataset: Forward reaction prediction with 1.9M reactions from USPTO patents (1976-2016). Task: Predict the product of the given reaction. (1) Given the reactants [CH3:1][O:2][C:3]1[CH:8]=[C:7]([N:9]2[CH2:14][CH2:13][O:12][CH2:11][CH2:10]2)[C:6]([N+:15]([O-])=O)=[CH:5][C:4]=1[NH:18][C:19]1[N:24]=[C:23]([N:25]2[CH:29]=[C:28]([CH:30]=O)[CH:27]=[N:26]2)[C:22]([CH3:32])=[CH:21][N:20]=1.Cl.[NH:34]1[CH2:37][CH2:36][CH2:35]1, predict the reaction product. The product is: [N:34]1([CH2:30][C:28]2[CH:27]=[N:26][N:25]([C:23]3[C:22]([CH3:32])=[CH:21][N:20]=[C:19]([NH:18][C:4]4[C:3]([O:2][CH3:1])=[CH:8][C:7]([N:9]5[CH2:10][CH2:11][O:12][CH2:13][CH2:14]5)=[C:6]([NH:15][C:3](=[O:2])[CH:4]=[CH2:5])[CH:5]=4)[N:24]=3)[CH:29]=2)[CH2:37][CH2:36][CH2:35]1. (2) Given the reactants C[O:2][C:3](=[O:27])[C@@H:4]([N:9]1[CH2:13][C:12]([O:14][C:15]2[C:20]([F:21])=[CH:19][CH:18]=[C:17]([O:22][CH2:23][CH3:24])[C:16]=2[F:25])=[CH:11][C:10]1=[O:26])[CH2:5][CH:6]([CH3:8])[CH3:7].O.[OH-].[Li+], predict the reaction product. The product is: [CH2:23]([O:22][C:17]1[C:16]([F:25])=[C:15]([C:20]([F:21])=[CH:19][CH:18]=1)[O:14][C:12]1[CH2:13][N:9]([C@@H:4]([CH2:5][CH:6]([CH3:8])[CH3:7])[C:3]([OH:27])=[O:2])[C:10](=[O:26])[CH:11]=1)[CH3:24]. (3) Given the reactants FC(F)(F)S(O[C:7]1[C:11]2[C:12]([O:16][CH3:17])=[N:13][CH:14]=[CH:15][C:10]=2[N:9]([CH:18]2[CH2:23][CH2:22][O:21][CH2:20][CH2:19]2)[N:8]=1)(=O)=O.CC1(C)C(C)(C)OB([C:34]2[CH:39]=[CH:38][C:37]([S:40]([NH2:43])(=[O:42])=[O:41])=[CH:36][CH:35]=2)O1.C(=O)([O-])[O-].[Na+].[Na+].O, predict the reaction product. The product is: [CH3:17][O:16][C:12]1[C:11]2[C:7]([C:34]3[CH:39]=[CH:38][C:37]([S:40]([NH2:43])(=[O:42])=[O:41])=[CH:36][CH:35]=3)=[N:8][N:9]([CH:18]3[CH2:19][CH2:20][O:21][CH2:22][CH2:23]3)[C:10]=2[CH:15]=[CH:14][N:13]=1. (4) Given the reactants [CH3:1][O:2][C@H:3]([C@@H:15]([CH3:22])[C@@H:16]([O:20][CH3:21])/[CH:17]=[CH:18]/[CH3:19])[C@@H:4]([CH3:14])[CH2:5][O:6]CC1C=CC=CC=1, predict the reaction product. The product is: [CH3:1][O:2][C@H:3]([C@@H:15]([CH3:22])[C@@H:16]([O:20][CH3:21])/[CH:17]=[CH:18]/[CH3:19])[C@@H:4]([CH3:14])[CH2:5][OH:6]. (5) Given the reactants C(O[C:4](=[O:21])[C:5]([C:19]#[N:20])=[CH:6][NH:7][C:8]1[CH:13]=[CH:12][C:11]([N+:14]([O-:16])=[O:15])=[CH:10][C:9]=1[O:17][CH3:18])C, predict the reaction product. The product is: [CH3:18][O:17][C:9]1[CH:10]=[C:11]([N+:14]([O-:16])=[O:15])[CH:12]=[C:13]2[C:8]=1[NH:7][CH:6]=[C:5]([C:19]#[N:20])[C:4]2=[O:21]. (6) Given the reactants C[O:2][C:3]([C:5]1[CH:6]=[C:7]([Cl:32])[CH:8]=[C:9]2[C:14]=1[NH:13][CH:12]([C:15]1[CH:16]=[C:17]([C:21]3[CH:26]=[CH:25][C:24]([CH:27]([CH3:29])[CH3:28])=[CH:23][CH:22]=3)[CH:18]=[CH:19][CH:20]=1)[C:11]([CH3:31])([CH3:30])[CH2:10]2)=[O:4].[OH-].[Na+].Cl, predict the reaction product. The product is: [Cl:32][C:7]1[CH:8]=[C:9]2[C:14](=[C:5]([C:3]([OH:4])=[O:2])[CH:6]=1)[NH:13][CH:12]([C:15]1[CH:16]=[C:17]([C:21]3[CH:22]=[CH:23][C:24]([CH:27]([CH3:28])[CH3:29])=[CH:25][CH:26]=3)[CH:18]=[CH:19][CH:20]=1)[C:11]([CH3:30])([CH3:31])[CH2:10]2. (7) Given the reactants [OH:1][C:2]1[CH:11]=[C:10]([O:12][CH2:13][CH2:14][OH:15])[CH:9]=[CH:8][C:3]=1[C:4]([O:6]C)=[O:5].[CH2:16](Br)[CH:17]=[CH2:18].C(=O)([O-])[O-].[K+].[K+], predict the reaction product. The product is: [CH2:18]([O:1][C:2]1[CH:11]=[C:10]([O:12][CH2:13][CH2:14][OH:15])[CH:9]=[CH:8][C:3]=1[C:4]([OH:6])=[O:5])[CH:17]=[CH2:16].